From a dataset of NCI-60 drug combinations with 297,098 pairs across 59 cell lines. Regression. Given two drug SMILES strings and cell line genomic features, predict the synergy score measuring deviation from expected non-interaction effect. Drug 1: CN(CC1=CN=C2C(=N1)C(=NC(=N2)N)N)C3=CC=C(C=C3)C(=O)NC(CCC(=O)O)C(=O)O. Drug 2: CN(C(=O)NC(C=O)C(C(C(CO)O)O)O)N=O. Cell line: SNB-19. Synergy scores: CSS=28.8, Synergy_ZIP=1.07, Synergy_Bliss=0.367, Synergy_Loewe=-58.8, Synergy_HSA=-0.215.